Predict the reactants needed to synthesize the given product. From a dataset of Full USPTO retrosynthesis dataset with 1.9M reactions from patents (1976-2016). (1) Given the product [CH2:1]([N:5]1[C:10](=[O:11])[C:9]([CH2:12][N:28]2[CH2:29][CH2:30][N:25]([CH3:24])[CH2:26][CH2:27]2)=[CH:8][C:7]([C:18]2[CH:23]=[CH:22][CH:21]=[CH:20][CH:19]=2)=[N:6]1)[CH:2]([CH3:4])[CH3:3], predict the reactants needed to synthesize it. The reactants are: [CH2:1]([N:5]1[C:10](=[O:11])[C:9]([CH2:12]OS(C)(=O)=O)=[CH:8][C:7]([C:18]2[CH:23]=[CH:22][CH:21]=[CH:20][CH:19]=2)=[N:6]1)[CH:2]([CH3:4])[CH3:3].[CH3:24][N:25]1[CH2:30][CH2:29][NH:28][CH2:27][CH2:26]1. (2) Given the product [NH2:12][C:11]1[CH:13]=[CH:14][C:8]([S:7][CH:4]2[CH2:3][CH2:2][N:1]([CH2:16][C:17]3[CH:18]=[CH:19][C:20]([C:23]([OH:32])([C:24]([F:25])([F:26])[F:27])[C:28]([F:29])([F:30])[F:31])=[CH:21][CH:22]=3)[CH2:6][CH2:5]2)=[CH:9][CH:10]=1, predict the reactants needed to synthesize it. The reactants are: [NH:1]1[CH2:6][CH2:5][CH:4]([S:7][C:8]2[CH:14]=[CH:13][C:11]([NH2:12])=[CH:10][CH:9]=2)[CH2:3][CH2:2]1.Br[CH2:16][C:17]1[CH:22]=[CH:21][C:20]([C:23]([OH:32])([C:28]([F:31])([F:30])[F:29])[C:24]([F:27])([F:26])[F:25])=[CH:19][CH:18]=1.C(=O)([O-])[O-].[K+].[K+]. (3) Given the product [NH:1]([C:8]1[C:13]([Cl:14])=[CH:12][N:11]=[C:10]([NH:15][C:16]2[CH:21]=[CH:20][C:19]([C:22](=[O:24])[NH:25][CH2:26][CH2:27][CH2:28][N:29]3[CH:33]=[CH:32][N:31]=[CH:30]3)=[CH:18][CH:17]=2)[N:9]=1)[C:2]1[CH:3]=[CH:4][CH:5]=[CH:6][CH:7]=1, predict the reactants needed to synthesize it. The reactants are: [NH:1]([C:8]1[C:13]([Cl:14])=[CH:12][N:11]=[C:10]([NH:15][C:16]2[CH:21]=[CH:20][C:19]([C:22]([OH:24])=O)=[CH:18][CH:17]=2)[N:9]=1)[C:2]1[CH:7]=[CH:6][CH:5]=[CH:4][CH:3]=1.[NH2:25][CH2:26][CH2:27][CH2:28][N:29]1[CH:33]=[CH:32][N:31]=[CH:30]1.ON1C2C=CC=CC=2N=N1.C(N(CC)C(C)C)(C)C.Cl.CN(C)CCCN=C=NCC. (4) The reactants are: [Cl:1][C:2]1[CH:7]=[CH:6][C:5]([CH2:8][N:9]2[C:13]([CH3:14])=[CH:12][C:11]([C:15]3[O:19][N:18]=[C:17]([C:20]4[CH:25]=[CH:24][C:23]([O:26][C:27]([F:30])([F:29])[F:28])=[CH:22][CH:21]=4)[N:16]=3)=[N:10]2)=[CH:4][N:3]=1.ClC1C=CC=C(C(OO)=[O:39])C=1. Given the product [Cl:1][C:2]1[CH:7]=[CH:6][C:5]([CH2:8][N:9]2[C:13]([CH3:14])=[CH:12][C:11]([C:15]3[O:19][N:18]=[C:17]([C:20]4[CH:25]=[CH:24][C:23]([O:26][C:27]([F:30])([F:28])[F:29])=[CH:22][CH:21]=4)[N:16]=3)=[N:10]2)=[CH:4][N+:3]=1[O-:39], predict the reactants needed to synthesize it. (5) Given the product [C:38]([CH2:37][C:7]1[N:8]([C:26]2[CH:27]=[CH:28][C:29]([N:32]([CH2:33][CH3:34])[CH2:35][CH3:36])=[CH:30][CH:31]=2)[C:9]2[C:14]([C:6]=1[C:4]([OH:5])=[O:3])=[CH:13][C:12]([O:15][C:16]1[CH:17]=[CH:18][C:19]([C:22]([F:25])([F:23])[F:24])=[CH:20][CH:21]=1)=[CH:11][CH:10]=2)([OH:40])=[O:39], predict the reactants needed to synthesize it. The reactants are: C([O:3][C:4]([C:6]1[C:14]2[C:9](=[CH:10][CH:11]=[C:12]([O:15][C:16]3[CH:21]=[CH:20][C:19]([C:22]([F:25])([F:24])[F:23])=[CH:18][CH:17]=3)[CH:13]=2)[N:8]([C:26]2[CH:31]=[CH:30][C:29]([N:32]([CH2:35][CH3:36])[CH2:33][CH3:34])=[CH:28][CH:27]=2)[C:7]=1[CH2:37][C:38]([O:40]CC)=[O:39])=[O:5])C.[OH-].[Na+].Cl. (6) Given the product [CH:1]1([NH:4][C:26]2[N:25]=[C:24]([CH2:23][S:22][C:17]3[C:16]([C:14]([NH:13][C:8]4[CH:9]=[C:10]([CH3:12])[CH:11]=[C:6]([CH3:5])[CH:7]=4)=[O:15])=[CH:21][CH:20]=[CH:19][N:18]=3)[CH:29]=[CH:28][N:27]=2)[CH2:3][CH2:2]1, predict the reactants needed to synthesize it. The reactants are: [CH:1]1([NH2:4])[CH2:3][CH2:2]1.[CH3:5][C:6]1[CH:7]=[C:8]([NH:13][C:14]([C:16]2[C:17]([S:22][CH2:23][C:24]3[CH:29]=[CH:28][N:27]=[C:26](S(C)=O)[N:25]=3)=[N:18][CH:19]=[CH:20][CH:21]=2)=[O:15])[CH:9]=[C:10]([CH3:12])[CH:11]=1.C(O)C. (7) Given the product [CH2:1]([N:3]1[C:7]([CH2:8][O:9][CH2:11][C:12]2[C:13]([C:36]3[CH:41]=[CH:40][CH:39]=[CH:38][CH:37]=3)=[N:14][C:15]3[C:20]([C:21]=2[C:22]([NH:24][N:25]([C:30]2[CH:31]=[CH:32][CH:33]=[CH:34][CH:35]=2)[C:26]([O:28][CH3:29])=[O:27])=[O:23])=[CH:19][CH:18]=[CH:17][CH:16]=3)=[N:6][CH:5]=[N:4]1)[CH3:2], predict the reactants needed to synthesize it. The reactants are: [CH2:1]([N:3]1[C:7]([CH2:8][OH:9])=[N:6][CH:5]=[N:4]1)[CH3:2].Br[CH2:11][C:12]1[C:13]([C:36]2[CH:41]=[CH:40][CH:39]=[CH:38][CH:37]=2)=[N:14][C:15]2[C:20]([C:21]=1[C:22]([NH:24][N:25]([C:30]1[CH:35]=[CH:34][CH:33]=[CH:32][CH:31]=1)[C:26]([O:28][CH3:29])=[O:27])=[O:23])=[CH:19][CH:18]=[CH:17][CH:16]=2. (8) Given the product [CH2:1]([O:3][C:4](=[O:14])[CH2:5][N:6]1[CH:11]=[CH:10][N:9]=[C:8]([NH:28][C@H:20]([CH2:19][N:16]=[N+:17]=[N-:18])[CH2:21][C:22]2[CH:27]=[CH:26][CH:25]=[CH:24][CH:23]=2)[C:7]1=[O:13])[CH3:2], predict the reactants needed to synthesize it. The reactants are: [CH2:1]([O:3][C:4](=[O:14])[CH2:5][N:6]1[CH:11]=[CH:10][N:9]=[C:8](Br)[C:7]1=[O:13])[CH3:2].Cl.[N:16]([CH2:19][C@@H:20]([NH2:28])[CH2:21][C:22]1[CH:27]=[CH:26][CH:25]=[CH:24][CH:23]=1)=[N+:17]=[N-:18].C(OC(N[C@@H](CC1C=CC=CC=1)CO)=O)(C)(C)C.C(N(CC)CC)C. (9) Given the product [C:1]([C:4]1[C:5]([O:13][CH2:15][CH2:16][CH2:17][C:18]2[CH:23]=[CH:22][CH:21]=[CH:20][CH:19]=2)=[CH:6][C:7]2[O:11][CH:10]=[CH:9][C:8]=2[CH:12]=1)(=[O:3])[CH3:2], predict the reactants needed to synthesize it. The reactants are: [C:1]([C:4]1[C:5]([OH:13])=[CH:6][C:7]2[O:11][CH:10]=[CH:9][C:8]=2[CH:12]=1)(=[O:3])[CH3:2].Br[CH2:15][CH2:16][CH2:17][C:18]1[CH:23]=[CH:22][CH:21]=[CH:20][CH:19]=1. (10) Given the product [CH3:6][O:7][C:8](=[O:16])[CH:9]([C:18]([O:20][CH3:21])=[O:19])[C@H:10]([CH3:15])[CH2:11][C:12]([OH:14])=[O:13], predict the reactants needed to synthesize it. The reactants are: [Li]CCCC.[CH3:6][O:7][C:8](=[O:16])[CH2:9][C@H:10]([CH3:15])[CH2:11][C:12]([OH:14])=[O:13].Cl[C:18]([O:20][CH3:21])=[O:19].Cl.